Predict which catalyst facilitates the given reaction. From a dataset of Catalyst prediction with 721,799 reactions and 888 catalyst types from USPTO. (1) Reactant: [Na+].[C:2]([C:4]1[CH:5]=[C:6]([C:14]2[O:18][N:17]=[C:16]([C:19]3[CH:35]=[CH:34][C:22]4[CH2:23][CH2:24][N:25]([CH2:28][CH2:29][CH2:30][C:31]([O-:33])=O)[CH2:26][CH2:27][C:21]=4[CH:20]=3)[N:15]=2)[CH:7]=[CH:8][C:9]=1[O:10][CH:11]([CH3:13])[CH3:12])#[N:3].C([N:38](CC)CC)C.C(Cl)CCl.C(=O)([O-])O.[Na+]. Product: [C:2]([C:4]1[CH:5]=[C:6]([C:14]2[O:18][N:17]=[C:16]([C:19]3[CH:35]=[CH:34][C:22]4[CH2:23][CH2:24][N:25]([CH2:28][CH2:29][CH2:30][C:31]([NH2:38])=[O:33])[CH2:26][CH2:27][C:21]=4[CH:20]=3)[N:15]=2)[CH:7]=[CH:8][C:9]=1[O:10][CH:11]([CH3:12])[CH3:13])#[N:3]. The catalyst class is: 3. (2) The catalyst class is: 15. Reactant: [C:1]1(C)C=CC=CC=1.N1CCCCC1.[C:14]12([C:24]3[CH:25]=[C:26]([C:32]4[CH:33]=[C:34]5[C:39](=[CH:40][CH:41]=4)[CH:38]=[C:37](C=O)[CH:36]=[CH:35]5)[CH:27]=[CH:28][C:29]=3[O:30][CH3:31])[CH2:23][CH:18]3[CH2:19][CH:20]([CH2:22][CH:16]([CH2:17]3)[CH2:15]1)[CH2:21]2.[S:44]1[CH2:48][C:47](=[O:49])[NH:46][C:45]1=[O:50]. Product: [C:14]12([C:24]3[CH:25]=[C:26]([C:32]4[CH:33]=[C:34]5[C:39](=[CH:40][CH:41]=4)[CH:38]=[C:37]([N:46]4[C:47](=[O:49])[C:48](=[CH2:1])[S:44][C:45]4=[O:50])[CH:36]=[CH:35]5)[CH:27]=[CH:28][C:29]=3[O:30][CH3:31])[CH2:23][CH:18]3[CH2:19][CH:20]([CH2:22][CH:16]([CH2:17]3)[CH2:15]1)[CH2:21]2. (3) Reactant: [NH:1]1[CH2:6][CH2:5][NH:4][CH2:3][CH2:2]1.CC(C)([O-])C.[Na+].C1C=CC(P(C2C(C3C(P(C4C=CC=CC=4)C4C=CC=CC=4)=CC=C4C=3C=CC=C4)=C3C(C=CC=C3)=CC=2)C2C=CC=CC=2)=CC=1.Br[C:60]1[CH:65]=[CH:64][C:63]([Cl:66])=[CH:62][C:61]=1[C:67]([C:69]1[CH:74]=[CH:73][CH:72]=[CH:71][CH:70]=1)=[O:68]. Product: [Cl:66][C:63]1[CH:64]=[CH:65][C:60]([N:1]2[CH2:6][CH2:5][NH:4][CH2:3][CH2:2]2)=[C:61]([C:67]([C:69]2[CH:70]=[CH:71][CH:72]=[CH:73][CH:74]=2)=[O:68])[CH:62]=1. The catalyst class is: 11. (4) Reactant: [CH3:1][O:2][C:3]1[CH:8]=[CH:7][C:6]([CH2:9][CH2:10][C:11]2[O:15][C:14]([C:16]([O:18]C)=[O:17])=[CH:13][CH:12]=2)=[CH:5][CH:4]=1.[OH-].[Na+].O. Product: [CH3:1][O:2][C:3]1[CH:4]=[CH:5][C:6]([CH2:9][CH2:10][C:11]2[O:15][C:14]([C:16]([OH:18])=[O:17])=[CH:13][CH:12]=2)=[CH:7][CH:8]=1. The catalyst class is: 27.